This data is from Catalyst prediction with 721,799 reactions and 888 catalyst types from USPTO. The task is: Predict which catalyst facilitates the given reaction. (1) Reactant: [NH2:1][C:2]1[C:7]([O:8][CH2:9][CH:10]2[CH2:15][CH2:14][N:13](C(OC(C)(C)C)=O)[CH2:12][CH2:11]2)=[CH:6][C:5]([C:23]2[N:24]=[CH:25][N:26]([CH3:28])[CH:27]=2)=[CH:4][N:3]=1.Cl. Product: [CH3:28][N:26]1[CH:27]=[C:23]([C:5]2[CH:6]=[C:7]([O:8][CH2:9][CH:10]3[CH2:15][CH2:14][NH:13][CH2:12][CH2:11]3)[C:2]([NH2:1])=[N:3][CH:4]=2)[N:24]=[CH:25]1. The catalyst class is: 61. (2) Reactant: Br[C:2](Br)=[CH:3][CH:4]([CH2:9][CH3:10])[CH2:5][CH2:6][CH2:7][CH3:8].C([Li])CCC.O. Product: [CH2:9]([CH:4]([CH2:5][CH2:6][CH2:7][CH3:8])[C:3]#[CH:2])[CH3:10]. The catalyst class is: 27. (3) Product: [C:6]([O:5][C:3](=[O:4])[NH:10][CH2:11][CH2:12][CH2:13][O:14][C:16]1[CH:21]=[CH:20][C:19]([N+:22]([O-:24])=[O:23])=[CH:18][CH:17]=1)([CH3:7])([CH3:8])[CH3:9]. The catalyst class is: 627. Reactant: [H-].[Na+].[C:3]([NH:10][CH2:11][CH2:12][CH2:13][OH:14])([O:5][C:6]([CH3:9])([CH3:8])[CH3:7])=[O:4].F[C:16]1[CH:21]=[CH:20][C:19]([N+:22]([O-:24])=[O:23])=[CH:18][CH:17]=1. (4) Reactant: Br[C:2]1[CH:3]=[N:4][N:5]2[CH:10]=[CH:9][C:8]([N:11]3[C@@H:15]([C:16]4[CH:21]=[CH:20][CH:19]=[CH:18][CH:17]=4)[CH2:14][O:13][C:12]3=[O:22])=[N:7][C:6]=12.C(=O)([O-])[O-].[Na+].[Na+].CC1(C)C(C)(C)OB([C:37]2[CH:42]=[CH:41][C:40]([C:43]3[N:47]=[CH:46][N:45]([CH2:48][O:49][CH2:50][CH2:51][Si:52]([CH3:55])([CH3:54])[CH3:53])[N:44]=3)=[CH:39][CH:38]=2)O1.CC(C1C=C(C(C)C)C(C2C=CC=CC=2P(C2CCCCC2)C2CCCCC2)=C(C(C)C)C=1)C. Product: [C:16]1([C@H:15]2[CH2:14][O:13][C:12](=[O:22])[N:11]2[C:8]2[CH:9]=[CH:10][N:5]3[N:4]=[CH:3][C:2]([C:37]4[CH:38]=[CH:39][C:40]([C:43]5[N:47]=[CH:46][N:45]([CH2:48][O:49][CH2:50][CH2:51][Si:52]([CH3:55])([CH3:54])[CH3:53])[N:44]=5)=[CH:41][CH:42]=4)=[C:6]3[N:7]=2)[CH:21]=[CH:20][CH:19]=[CH:18][CH:17]=1. The catalyst class is: 488.